From a dataset of Drug-target binding data from BindingDB using IC50 measurements. Regression. Given a target protein amino acid sequence and a drug SMILES string, predict the binding affinity score between them. We predict pIC50 (pIC50 = -log10(IC50 in M); higher means more potent). Dataset: bindingdb_ic50. (1) The drug is COc1ccc(C2CCN(CCc3cnn(-c4nccc5c(=O)[nH]cnc45)c3)CC2)cc1. The target protein (O94953) has sequence MGSEDHGAQNPSCKIMTFRPTMEEFKDFNKYVAYIESQGAHRAGLAKIIPPKEWKPRQTYDDIDDVVIPAPIQQVVTGQSGLFTQYNIQKKAMTVGEYRRLANSEKYCTPRHQDFDDLERKYWKNLTFVSPIYGADISGSLYDDDVAQWNIGSLRTILDMVERECGTIIEGVNTPYLYFGMWKTTFAWHTEDMDLYSINYLHFGEPKSWYAIPPEHGKRLERLAIGFFPGSSQGCDAFLRHKMTLISPIILKKYGIPFSRITQEAGEFMITFPYGYHAGFNHGFNCAESTNFATLRWIDYGKVATQCTCRKDMVKISMDVFVRILQPERYELWKQGKDLTVLDHTRPTALTSPELSSWSASRASLKAKLLRRSHRKRSQPKKPKPEDPKFPGEGTAGAALLEEAGGSVKEEAGPEVDPEEEEEEPQPLPHGREAEGAEEDGRGKLRPTKAKSERKKKSFGLLPPQLPPPPAHFPSEEALWLPSPLEPPVLGPGPAAMEES.... The pIC50 is 7.4. (2) The small molecule is c1cc(CN2CCCNCCNCCCNCC2)ccc1CN1CCCNCCNCCCNCC1. The target protein (P61073) has sequence MEGISIYTSDNYTEEMGSGDYDSMKEPCFREENANFNKIFLPTIYSIIFLTGIVGNGLVILVMGYQKKLRSMTDKYRLHLSVADLLFVITLPFWAVDAVANWYFGNFLCKAVHVIYTVNLYSSVLILAFISLDRYLAIVHATNSQRPRKLLAEKVVYVGVWIPALLLTIPDFIFANVSEADDRYICDRFYPNDLWVVVFQFQHIMVGLILPGIVILSCYCIIISKLSHSKGHQKRKALKTTVILILAFFACWLPYYIGISIDSFILLEIIKQGCEFENTVHKWISITEALAFFHCCLNPILYAFLGAKFKTSAQHALTSVSRGSSLKILSKGKRGGHSSVSTESESSSFHSS. The pIC50 is 8.2.